Task: Regression. Given two drug SMILES strings and cell line genomic features, predict the synergy score measuring deviation from expected non-interaction effect.. Dataset: NCI-60 drug combinations with 297,098 pairs across 59 cell lines Drug 1: CCC1(CC2CC(C3=C(CCN(C2)C1)C4=CC=CC=C4N3)(C5=C(C=C6C(=C5)C78CCN9C7C(C=CC9)(C(C(C8N6C)(C(=O)OC)O)OC(=O)C)CC)OC)C(=O)OC)O.OS(=O)(=O)O. Drug 2: CC(C)(C#N)C1=CC(=CC(=C1)CN2C=NC=N2)C(C)(C)C#N. Cell line: OVCAR-4. Synergy scores: CSS=0.0820, Synergy_ZIP=1.39, Synergy_Bliss=0.547, Synergy_Loewe=-0.672, Synergy_HSA=-1.93.